From a dataset of Reaction yield outcomes from USPTO patents with 853,638 reactions. Predict the reaction yield, written as a fraction of the theoretical maximum amount of product (1.0 means a 100% yield; for example, 0.34 means a 34% yield). The reactants are [CH3:1][C:2]1[CH:3]=[CH:4][N:5]2[C:10]=1[C:9](=[O:11])[N:8]([C:12]1[CH:17]=[CH:16][CH:15]=[CH:14][CH:13]=1)[C:7]([C@@H:18]([NH:20][C:21]1[C:22]3[C:29]([C:30]#[C:31][C:32]4[CH:37]=[CH:36][CH:35]=[CH:34][CH:33]=4)=[CH:28][N:27](COCC[Si](C)(C)C)[C:23]=3[N:24]=[CH:25][N:26]=1)[CH3:19])=[N:6]2.FC(F)(F)C(O)=O.N. No catalyst specified. The product is [CH3:1][C:2]1[CH:3]=[CH:4][N:5]2[C:10]=1[C:9](=[O:11])[N:8]([C:12]1[CH:13]=[CH:14][CH:15]=[CH:16][CH:17]=1)[C:7]([C@@H:18]([NH:20][C:21]1[C:22]3[C:29]([C:30]#[C:31][C:32]4[CH:37]=[CH:36][CH:35]=[CH:34][CH:33]=4)=[CH:28][NH:27][C:23]=3[N:24]=[CH:25][N:26]=1)[CH3:19])=[N:6]2. The yield is 0.980.